From a dataset of NCI-60 drug combinations with 297,098 pairs across 59 cell lines. Regression. Given two drug SMILES strings and cell line genomic features, predict the synergy score measuring deviation from expected non-interaction effect. (1) Drug 1: C1CCC(C1)C(CC#N)N2C=C(C=N2)C3=C4C=CNC4=NC=N3. Drug 2: CC12CCC3C(C1CCC2=O)CC(=C)C4=CC(=O)C=CC34C. Cell line: CCRF-CEM. Synergy scores: CSS=60.9, Synergy_ZIP=0.364, Synergy_Bliss=-1.38, Synergy_Loewe=-2.55, Synergy_HSA=-2.63. (2) Drug 1: CC(C1=C(C=CC(=C1Cl)F)Cl)OC2=C(N=CC(=C2)C3=CN(N=C3)C4CCNCC4)N. Drug 2: CC1C(C(CC(O1)OC2CC(CC3=C2C(=C4C(=C3O)C(=O)C5=CC=CC=C5C4=O)O)(C(=O)C)O)N)O. Cell line: 786-0. Synergy scores: CSS=35.8, Synergy_ZIP=0.489, Synergy_Bliss=-1.90, Synergy_Loewe=-22.9, Synergy_HSA=-1.96. (3) Drug 1: CC1C(C(CC(O1)OC2CC(CC3=C2C(=C4C(=C3O)C(=O)C5=C(C4=O)C(=CC=C5)OC)O)(C(=O)CO)O)N)O.Cl. Drug 2: C1CC(=O)NC(=O)C1N2C(=O)C3=CC=CC=C3C2=O. Cell line: HCT-15. Synergy scores: CSS=7.10, Synergy_ZIP=0.931, Synergy_Bliss=-1.16, Synergy_Loewe=1.66, Synergy_HSA=-6.44. (4) Drug 1: C1CCN(CC1)CCOC2=CC=C(C=C2)C(=O)C3=C(SC4=C3C=CC(=C4)O)C5=CC=C(C=C5)O. Drug 2: C1C(C(OC1N2C=NC3=C2NC=NCC3O)CO)O. Cell line: HCT116. Synergy scores: CSS=2.50, Synergy_ZIP=-0.173, Synergy_Bliss=1.16, Synergy_Loewe=-2.54, Synergy_HSA=-2.54. (5) Drug 1: C1CCN(CC1)CCOC2=CC=C(C=C2)C(=O)C3=C(SC4=C3C=CC(=C4)O)C5=CC=C(C=C5)O. Drug 2: CN(CC1=CN=C2C(=N1)C(=NC(=N2)N)N)C3=CC=C(C=C3)C(=O)NC(CCC(=O)O)C(=O)O. Cell line: SF-539. Synergy scores: CSS=46.0, Synergy_ZIP=-2.28, Synergy_Bliss=-0.488, Synergy_Loewe=-18.0, Synergy_HSA=0.486. (6) Drug 1: CC1=C2C(C(=O)C3(C(CC4C(C3C(C(C2(C)C)(CC1OC(=O)C(C(C5=CC=CC=C5)NC(=O)OC(C)(C)C)O)O)OC(=O)C6=CC=CC=C6)(CO4)OC(=O)C)OC)C)OC. Drug 2: C(CCl)NC(=O)N(CCCl)N=O. Cell line: CCRF-CEM. Synergy scores: CSS=56.5, Synergy_ZIP=0.406, Synergy_Bliss=4.27, Synergy_Loewe=-18.5, Synergy_HSA=5.26. (7) Drug 1: CC1=C(C(CCC1)(C)C)C=CC(=CC=CC(=CC(=O)O)C)C. Drug 2: C1C(C(OC1N2C=NC(=NC2=O)N)CO)O. Cell line: DU-145. Synergy scores: CSS=11.4, Synergy_ZIP=0.500, Synergy_Bliss=-0.0232, Synergy_Loewe=-18.1, Synergy_HSA=-1.39.